Dataset: Full USPTO retrosynthesis dataset with 1.9M reactions from patents (1976-2016). Task: Predict the reactants needed to synthesize the given product. (1) Given the product [C:29]([N:36]1[CH2:37][CH2:38][CH2:39][CH2:19][CH:20]1/[CH:21]=[CH:22]\[CH2:23][CH3:18])([O:31][C:32]([CH3:33])([CH3:34])[CH3:35])=[O:30], predict the reactants needed to synthesize it. The reactants are: [Br-].C([P+]([C:18]1[CH:23]=[CH:22][CH:21]=[CH:20][CH:19]=1)([C:18]1[CH:23]=[CH:22][CH:21]=[CH:20][CH:19]=1)[C:18]1[CH:23]=[CH:22][CH:21]=[CH:20][CH:19]=1)CC.[Li]CCCC.[C:29]([N:36]1CC[CH2:39][CH2:38][CH:37]1C=O)([O:31][C:32]([CH3:35])([CH3:34])[CH3:33])=[O:30].CCOC(C)=O.CCCCCC. (2) The reactants are: [Cl:1][C:2]([N:4]1[C@H:9]([CH3:10])[CH2:8][N:7](C(OC(C)(C)C)=O)[CH2:6][C@@H:5]1[CH3:18])=[O:3].[Cl:19][C:20]1[CH:27]=[CH:26][CH:25]=[CH:24][C:21]=1[CH2:22][OH:23]. Given the product [ClH:1].[CH3:18][C@H:5]1[CH2:6][NH:7][CH2:8][C@@H:9]([CH3:10])[N:4]1[C:2]([O:23][CH2:22][C:21]1[CH:24]=[CH:25][CH:26]=[CH:27][C:20]=1[Cl:19])=[O:3], predict the reactants needed to synthesize it.